From a dataset of Forward reaction prediction with 1.9M reactions from USPTO patents (1976-2016). Predict the product of the given reaction. (1) Given the reactants [OH:1][C:2]1[CH:3]=[N:4][C:5]2[C:10]([CH:11]=1)=[CH:9][C:8]([CH2:12][C:13]([O:15][C:16]([CH3:19])([CH3:18])[CH3:17])=[O:14])=[CH:7][CH:6]=2.[CH3:20][O:21][CH2:22][CH2:23]O.C(P(CCCC)CCCC)CCC.N(C(N1CCCCC1)=O)=NC(N1CCCCC1)=O.COCO, predict the reaction product. The product is: [CH3:20][O:21][CH2:22][CH2:23][O:1][C:2]1[CH:3]=[N:4][C:5]2[C:10]([CH:11]=1)=[CH:9][C:8]([CH2:12][C:13]([O:15][C:16]([CH3:19])([CH3:18])[CH3:17])=[O:14])=[CH:7][CH:6]=2. (2) Given the reactants [Cl:1][C:2]1[CH:10]=[CH:9][C:5]([C:6]([OH:8])=O)=[C:4]([F:11])[CH:3]=1.[CH3:12][C:13]1([CH3:21])[O:18][C:17](=[O:19])[CH2:16][C:15](=[O:20])[O:14]1.CCN=C=NCCCN(C)C.Cl, predict the reaction product. The product is: [Cl:1][C:2]1[CH:10]=[CH:9][C:5]([C:6]([CH:16]2[C:17](=[O:19])[O:18][C:13]([CH3:21])([CH3:12])[O:14][C:15]2=[O:20])=[O:8])=[C:4]([F:11])[CH:3]=1. (3) The product is: [ClH:15].[CH3:16][O:17][C:18](=[O:21])[CH2:19][NH:20][CH2:35][C:34]1[CH:37]=[C:38]([O:41][C:42]([F:43])([F:44])[F:45])[CH:39]=[CH:40][C:33]=1[O:32][CH3:31]. Given the reactants C(O[BH-](OC(=O)C)OC(=O)C)(=O)C.[Na+].[ClH:15].[CH3:16][O:17][C:18](=[O:21])[CH2:19][NH2:20].C(N(CC)C(C)C)(C)C.[CH3:31][O:32][C:33]1[CH:40]=[CH:39][C:38]([O:41][C:42]([F:45])([F:44])[F:43])=[CH:37][C:34]=1[CH:35]=O, predict the reaction product. (4) Given the reactants [CH:1]([NH:4][C:5]([C@H:7]1[CH2:12][CH2:11][C@@H:10]([NH:13][C:14]2[CH:19]=[C:18]([S:20]([CH3:23])(=[O:22])=[O:21])[CH:17]=[CH:16][C:15]=2[N+:24]([O-])=O)[CH2:9][CH2:8]1)=[O:6])([CH3:3])[CH3:2].C([O-])=O.[NH4+].C(Cl)Cl, predict the reaction product. The product is: [NH2:24][C:15]1[CH:16]=[CH:17][C:18]([S:20]([CH3:23])(=[O:22])=[O:21])=[CH:19][C:14]=1[NH:13][C@@H:10]1[CH2:9][CH2:8][C@H:7]([C:5]([NH:4][CH:1]([CH3:3])[CH3:2])=[O:6])[CH2:12][CH2:11]1. (5) Given the reactants [Cl:1][C:2]1[CH:7]=[CH:6][CH:5]=[C:4]([Cl:8])[C:3]=1[NH:9][C:10]1[S:11][CH:12]=[C:13]([C:15]([NH:17][C:18]2[CH:23]=[CH:22][C:21]([C:24]([F:27])([F:26])[F:25])=[CH:20][CH:19]=2)=[O:16])[N:14]=1.C(O)(=O)C.[Br:32]Br, predict the reaction product. The product is: [Cl:1][C:2]1[CH:7]=[CH:6][CH:5]=[C:4]([Cl:8])[C:3]=1[NH:9][C:10]1[S:11][C:12]([Br:32])=[C:13]([C:15]([NH:17][C:18]2[CH:23]=[CH:22][C:21]([C:24]([F:26])([F:27])[F:25])=[CH:20][CH:19]=2)=[O:16])[N:14]=1. (6) Given the reactants [C:1]([C:3]1[CH:4]=[C:5]2[C:9](=[CH:10][CH:11]=1)[N:8](C1CCCCO1)[N:7]=[C:6]2[C:18]1[CH:19]=[C:20]([CH:24]=[CH:25][CH:26]=1)[C:21](O)=[O:22])#[N:2].Cl.[NH2:28][CH:29]1[CH2:37][C:36]2[C:31](=[CH:32][CH:33]=[CH:34][CH:35]=2)[CH2:30]1.C1C=CC2N(O)[N:45]=[N:44]C=2C=1.CCN=C=NC[CH2:54][CH2:55][N:56]([CH3:58])[CH3:57].Cl.C(N(CC)CC)C, predict the reaction product. The product is: [CH3:58][N:56]([CH2:55][C:54]1[N:2]=[C:1]([C:3]2[CH:4]=[C:5]3[C:9](=[CH:10][CH:11]=2)[NH:8][N:7]=[C:6]3[C:18]2[CH:19]=[C:20]([C:21]([NH:28][CH:29]3[CH2:37][C:36]4[C:31](=[CH:32][CH:33]=[CH:34][CH:35]=4)[CH2:30]3)=[O:22])[CH:24]=[CH:25][CH:26]=2)[NH:45][N:44]=1)[CH3:57]. (7) Given the reactants [Si:1]([O:18][CH2:19][CH2:20][CH2:21][CH2:22][OH:23])([C:14]([CH3:17])([CH3:16])[CH3:15])([C:8]1[CH:13]=[CH:12][CH:11]=[CH:10][CH:9]=1)[C:2]1[CH:7]=[CH:6][CH:5]=[CH:4][CH:3]=1.CC(OI1(OC(C)=O)(OC(C)=O)OC(=O)C2C=CC=CC1=2)=O, predict the reaction product. The product is: [Si:1]([O:18][CH2:19][CH2:20][CH2:21][CH:22]=[O:23])([C:14]([CH3:16])([CH3:17])[CH3:15])([C:8]1[CH:9]=[CH:10][CH:11]=[CH:12][CH:13]=1)[C:2]1[CH:3]=[CH:4][CH:5]=[CH:6][CH:7]=1. (8) Given the reactants [Cl:1][C:2]1[CH:7]=[CH:6][C:5]([CH2:8][OH:9])=[CH:4][C:3]=1[S:10]([NH2:13])(=[O:12])=[O:11], predict the reaction product. The product is: [Cl:1][C:2]1[CH:7]=[CH:6][C:5]([CH:8]=[O:9])=[CH:4][C:3]=1[S:10]([NH2:13])(=[O:12])=[O:11].